From a dataset of Full USPTO retrosynthesis dataset with 1.9M reactions from patents (1976-2016). Predict the reactants needed to synthesize the given product. Given the product [F:20][C:6]1[CH:7]=[CH:8][C:9]([C:12]#[N:13])=[N:10][CH:11]=1, predict the reactants needed to synthesize it. The reactants are: N([O-])=O.[Na+].N[C:6]1[CH:7]=[CH:8][C:9]([C:12]#[N:13])=[N:10][CH:11]=1.N1C=CC=CC=1.[FH:20].